This data is from NCI-60 drug combinations with 297,098 pairs across 59 cell lines. The task is: Regression. Given two drug SMILES strings and cell line genomic features, predict the synergy score measuring deviation from expected non-interaction effect. Drug 1: C1CC(=O)NC(=O)C1N2CC3=C(C2=O)C=CC=C3N. Drug 2: C1=NC2=C(N=C(N=C2N1C3C(C(C(O3)CO)O)O)F)N. Cell line: HOP-62. Synergy scores: CSS=14.7, Synergy_ZIP=-5.67, Synergy_Bliss=-4.39, Synergy_Loewe=-12.4, Synergy_HSA=-1.90.